From a dataset of Reaction yield outcomes from USPTO patents with 853,638 reactions. Predict the reaction yield, written as a fraction of the theoretical maximum amount of product (1.0 means a 100% yield; for example, 0.34 means a 34% yield). (1) The product is [N+:12]([C:5]1[C:6]([NH2:9])=[N:7][CH:8]=[C:3]([C:2]([F:1])([F:10])[F:11])[CH:4]=1)([O-:14])=[O:13]. The yield is 0.250. The catalyst is OS(O)(=O)=O. The reactants are [F:1][C:2]([F:11])([F:10])[C:3]1[CH:4]=[CH:5][C:6]([NH2:9])=[N:7][CH:8]=1.[N+:12]([O-])([OH:14])=[O:13].[OH-].[Na+]. (2) The reactants are Cl.Cl[CH:3]([C:8]1[C:9](=[O:17])[C:10]([OH:16])=[C:11]([CH3:15])[N:12]([CH3:14])[CH:13]=1)[C:4]([F:7])([F:6])[F:5].[NH:18]1[CH:22]=[CH:21][N:20]=[CH:19]1.Cl. The catalyst is O. The product is [OH:16][C:10]1[C:9](=[O:17])[C:8]([CH:3]([N:18]2[CH:22]=[CH:21][N:20]=[CH:19]2)[C:4]([F:7])([F:6])[F:5])=[CH:13][N:12]([CH3:14])[C:11]=1[CH3:15]. The yield is 0.640. (3) The reactants are [CH2:1]([O:8][C:9]1[CH:14]=[CH:13][C:12]([NH:15][C:16](=O)[C:17]2[CH:22]=[CH:21][C:20]([Cl:23])=[C:19]([N+:24]([O-:26])=[O:25])[CH:18]=2)=[CH:11][CH:10]=1)[C:2]1[CH:7]=[CH:6][CH:5]=[CH:4][CH:3]=1.COC1C=CC(P2(SP(C3C=CC(OC)=CC=3)(=S)S2)=[S:37])=CC=1. The catalyst is O1CCOCC1. The product is [CH2:1]([O:8][C:9]1[CH:14]=[CH:13][C:12]([NH:15][C:16](=[S:37])[C:17]2[CH:22]=[CH:21][C:20]([Cl:23])=[C:19]([N+:24]([O-:26])=[O:25])[CH:18]=2)=[CH:11][CH:10]=1)[C:2]1[CH:7]=[CH:6][CH:5]=[CH:4][CH:3]=1. The yield is 0.770. (4) The reactants are [N:1]1([C:7]([O:9][C:10]([CH3:13])([CH3:12])[CH3:11])=[O:8])[CH2:6][CH2:5][NH:4][CH2:3][CH2:2]1.CCN(CC)CC.[CH3:21][S:22](Cl)(=[O:24])=[O:23]. The catalyst is C(Cl)Cl. The product is [CH3:21][S:22]([N:4]1[CH2:5][CH2:6][N:1]([C:7]([O:9][C:10]([CH3:13])([CH3:12])[CH3:11])=[O:8])[CH2:2][CH2:3]1)(=[O:24])=[O:23]. The yield is 0.930. (5) The reactants are Cl[C:2]1[C:11]2[C:6](=[CH:7][C:8]([C:12]([O:14][CH3:15])=[O:13])=[CH:9][CH:10]=2)[N:5]=[C:4]([C:16]([F:25])([F:24])[C:17]2[CH:22]=[CH:21][C:20]([F:23])=[CH:19][CH:18]=2)[N:3]=1.[CH3:26][C:27]1[NH:31][N:30]=[C:29]([NH2:32])[CH:28]=1.CCN(C(C)C)C(C)C. The catalyst is CN(C=O)C.O. The product is [F:25][C:16]([F:24])([C:17]1[CH:18]=[CH:19][C:20]([F:23])=[CH:21][CH:22]=1)[C:4]1[N:3]=[C:2]([NH:32][C:29]2[CH:28]=[C:27]([CH3:26])[NH:31][N:30]=2)[C:11]2[C:6](=[CH:7][C:8]([C:12]([O:14][CH3:15])=[O:13])=[CH:9][CH:10]=2)[N:5]=1. The yield is 1.00. (6) The reactants are BrCCBr.C[Si](Cl)(C)C.[CH3:10][O:11][C:12](=[O:21])/[C:13](/I)=[CH:14]\[CH:15]1[CH2:19][CH2:18][CH2:17][CH2:16]1.C1(P(C2C=CC=CC=2)C2C=CC=CC=2)C=CC=CC=1.[F:41][C:42]1[CH:47]=[C:46](I)[CH:45]=[CH:44][C:43]=1[N:49]1[C:53]([CH3:54])=[N:52][N:51]=[N:50]1.[Cl-].[NH4+]. The catalyst is O1CCCC1.[Zn].C1C=CC(/C=C/C(/C=C/C2C=CC=CC=2)=O)=CC=1.C1C=CC(/C=C/C(/C=C/C2C=CC=CC=2)=O)=CC=1.[Pd]. The product is [CH3:10][O:11][C:12](=[O:21])/[C:13](/[C:46]1[CH:45]=[CH:44][C:43]([N:49]2[C:53]([CH3:54])=[N:52][N:51]=[N:50]2)=[C:42]([F:41])[CH:47]=1)=[CH:14]/[CH:15]1[CH2:19][CH2:18][CH2:17][CH2:16]1. The yield is 0.680. (7) The reactants are [CH3:1][O:2][C:3]1[CH:4]=[C:5]2[C:10](=[CH:11][C:12]=1[O:13][CH3:14])[N:9]=[CH:8][CH:7]=[C:6]2[O:15][C:16]1[CH:26]=[CH:25][C:19]([O:20][CH2:21][C:22]([OH:24])=O)=[CH:18][CH:17]=1.Cl.C(N=C=NCCCN(C)C)C.O.ON1C2C=CC=CC=2N=N1.[CH3:50][O:51][C:52]1[C:53]([NH2:58])=[CH:54][CH:55]=[CH:56][CH:57]=1.C(=O)([O-])O.[Na+]. The catalyst is C(Cl)(Cl)Cl. The product is [CH3:50][O:51][C:52]1[CH:57]=[CH:56][CH:55]=[CH:54][C:53]=1[NH:58][C:22](=[O:24])[CH2:21][O:20][C:19]1[CH:25]=[CH:26][C:16]([O:15][C:6]2[C:5]3[C:10](=[CH:11][C:12]([O:13][CH3:14])=[C:3]([O:2][CH3:1])[CH:4]=3)[N:9]=[CH:8][CH:7]=2)=[CH:17][CH:18]=1. The yield is 0.800. (8) The reactants are [F:1][C:2]1[CH:7]=[CH:6][C:5]([C:8]2[C:9]([CH:14]3[CH2:17][N:16]([C:18]4[CH:27]=[CH:26][C:25]5[C:20](=[CH:21][CH:22]=[CH:23][CH:24]=5)[N:19]=4)[CH2:15]3)=[N:10][CH:11]=[CH:12][N:13]=2)=[CH:4][C:3]=1[O:28]C.B(Br)(Br)Br. The catalyst is ClCCCl.O. The product is [F:1][C:2]1[CH:7]=[CH:6][C:5]([C:8]2[C:9]([CH:14]3[CH2:17][N:16]([C:18]4[CH:27]=[CH:26][C:25]5[C:20](=[CH:21][CH:22]=[CH:23][CH:24]=5)[N:19]=4)[CH2:15]3)=[N:10][CH:11]=[CH:12][N:13]=2)=[CH:4][C:3]=1[OH:28]. The yield is 0.620. (9) The reactants are [CH3:1][NH:2][C:3]1[C:12]2[C:7](=[CH:8][CH:9]=[C:10](B3OC(C)(C)C(C)(C)O3)[CH:11]=2)[N:6]=[C:5]([C:22]2[CH:23]=[N:24][CH:25]=[CH:26][CH:27]=2)[N:4]=1.Br[C:29]1[CH:30]=[CH:31][CH:32]=[C:33]2[C:38]=1[CH2:37][N:36]([C:39](=[O:41])[CH3:40])[CH2:35][CH2:34]2.C([O-])([O-])=O.[K+].[K+]. The catalyst is CN(C=O)C.O.O.C1C=CC([P]([Pd]([P](C2C=CC=CC=2)(C2C=CC=CC=2)C2C=CC=CC=2)([P](C2C=CC=CC=2)(C2C=CC=CC=2)C2C=CC=CC=2)[P](C2C=CC=CC=2)(C2C=CC=CC=2)C2C=CC=CC=2)(C2C=CC=CC=2)C2C=CC=CC=2)=CC=1. The product is [CH3:1][NH:2][C:3]1[C:12]2[C:7](=[CH:8][CH:9]=[C:10]([C:29]3[CH:30]=[CH:31][CH:32]=[C:33]4[C:38]=3[CH2:37][N:36]([C:39](=[O:41])[CH3:40])[CH2:35][CH2:34]4)[CH:11]=2)[N:6]=[C:5]([C:22]2[CH:23]=[N:24][CH:25]=[CH:26][CH:27]=2)[N:4]=1. The yield is 0.440. (10) The reactants are [CH:1]1([CH2:4][C:5]([OH:7])=O)[CH2:3][CH2:2]1.C(Cl)(=O)C(Cl)=O.Br.[NH2:15][C:16]1[C:24](O)=[CH:23][CH:22]=[CH:21][C:17]=1[C:18]([OH:20])=[O:19].C(N(CC)CC)C.O.C1(C)C=CC(S(O)(=O)=O)=CC=1. The catalyst is ClCCl.CN(C=O)C.O. The product is [CH:1]1([CH2:4][C:5]2[O:7][C:24]3[C:16](=[C:17]([C:18]([OH:20])=[O:19])[CH:21]=[CH:22][CH:23]=3)[N:15]=2)[CH2:2][CH2:3]1. The yield is 0.630.